Dataset: Full USPTO retrosynthesis dataset with 1.9M reactions from patents (1976-2016). Task: Predict the reactants needed to synthesize the given product. (1) Given the product [CH3:1][N:2]1[CH2:19][CH2:18][C:5]2[N:6]([CH2:14][C:15]([N:31]3[CH2:36][CH2:35][CH2:34][CH2:33][CH2:32]3)=[O:16])[C:7]3[CH:8]=[CH:9][C:10]([CH3:13])=[CH:11][C:12]=3[C:4]=2[CH2:3]1, predict the reactants needed to synthesize it. The reactants are: [CH3:1][N:2]1[CH2:19][CH2:18][C:5]2[N:6]([CH2:14][C:15](O)=[O:16])[C:7]3[CH:8]=[CH:9][C:10]([CH3:13])=[CH:11][C:12]=3[C:4]=2[CH2:3]1.C(Cl)(=O)C(Cl)=O.CN(C)C=O.[NH:31]1[CH2:36][CH2:35][CH2:34][CH2:33][CH2:32]1. (2) Given the product [Br:1][CH:2]([CH2:6][CH2:7][CH2:8][CH2:9][CH3:17])[C:3]([NH:10][C:11]1[S:12][CH:13]=[CH:14][N:15]=1)=[O:5].[N:16]1([CH:2]([CH2:6][CH2:7][CH2:8][CH3:9])[C:3]([NH:10][C:11]2[S:12][CH:13]=[CH:14][N:15]=2)=[O:4])[C:24]2[C:19](=[CH:20][CH:21]=[CH:22][CH:23]=2)[CH2:18][CH2:17]1, predict the reactants needed to synthesize it. The reactants are: [Br:1][CH:2]([CH2:6][CH2:7][CH2:8][CH3:9])[C:3]([OH:5])=[O:4].[NH2:10][C:11]1[S:12][CH:13]=[CH:14][N:15]=1.[NH:16]1[C:24]2[C:19](=[CH:20][CH:21]=[CH:22][CH:23]=2)[CH2:18][CH2:17]1.